Dataset: Full USPTO retrosynthesis dataset with 1.9M reactions from patents (1976-2016). Task: Predict the reactants needed to synthesize the given product. Given the product [CH3:28][N:26]1[CH:27]=[C:23]([C:17]2[S:16][C:15]([NH:14][C:12]3[CH:11]=[CH:10][CH:9]=[C:8]([CH2:7][N:1]4[CH2:2][CH2:3][O:4][CH2:5][CH2:6]4)[N:13]=3)=[C:19]([C:20]([NH2:22])=[O:21])[CH:18]=2)[N:24]=[N:25]1, predict the reactants needed to synthesize it. The reactants are: [N:1]1([CH2:7][C:8]2[N:13]=[C:12]([NH:14][C:15]3[S:16][C:17]([C:23]4[N:24]=[N:25][N:26]([CH2:28][Si](C)(C)C)[CH:27]=4)=[CH:18][C:19]=3[C:20]([NH2:22])=[O:21])[CH:11]=[CH:10][CH:9]=2)[CH2:6][CH2:5][O:4][CH2:3][CH2:2]1.CCCC[N+](CCCC)(CCCC)CCCC.[F-].